Predict the product of the given reaction. From a dataset of Forward reaction prediction with 1.9M reactions from USPTO patents (1976-2016). (1) Given the reactants [C:1]([O:5][C:6]([N:8]1[CH2:13][CH2:12][N:11]([C:14]2[N:19]=[CH:18][C:17]([C:20]3[N:24]4[N:25]=[CH:26][CH:27]=[C:28]([N:29]5[CH2:34][CH2:33][O:32][CH2:31][CH2:30]5)[C:23]4=[N:22][C:21]=3[C:35]([OH:37])=O)=[CH:16][CH:15]=2)[CH2:10][CH2:9]1)=[O:7])([CH3:4])([CH3:3])[CH3:2].C(Cl)(=O)C(Cl)=O.CCN(C(C)C)C(C)C.[NH2:53][C:54]1[CH:63]=[CH:62][C:61]2[C:56](=[CH:57][CH:58]=[CH:59][CH:60]=2)[N:55]=1, predict the reaction product. The product is: [O:32]1[CH2:31][CH2:30][N:29]([C:28]2[C:23]3[N:24]([C:20]([C:17]4[CH:16]=[CH:15][C:14]([N:11]5[CH2:10][CH2:9][N:8]([C:6]([O:5][C:1]([CH3:3])([CH3:2])[CH3:4])=[O:7])[CH2:13][CH2:12]5)=[N:19][CH:18]=4)=[C:21]([C:35](=[O:37])[NH:53][C:54]4[CH:63]=[CH:62][C:61]5[C:56](=[CH:57][CH:58]=[CH:59][CH:60]=5)[N:55]=4)[N:22]=3)[N:25]=[CH:26][CH:27]=2)[CH2:34][CH2:33]1. (2) Given the reactants COC1C=CC(C[NH:8][C:9]2[S:10][CH:11]=[CH:12][N:13]=2)=CC=1.C[Si]([N-][Si](C)(C)C)(C)C.[Li+].[CH3:26][O:27][C:28]1[CH:33]=[C:32]([C:34]([F:37])([F:36])[F:35])[CH:31]=[CH:30][C:29]=1[C:38]1[C:47]2[C:42](=[CH:43][C:44]([S:48](Cl)(=[O:50])=[O:49])=[CH:45][CH:46]=2)[N:41]=[N:40][CH:39]=1.C(O)(=O)C, predict the reaction product. The product is: [CH3:26][O:27][C:28]1[CH:33]=[C:32]([C:34]([F:37])([F:36])[F:35])[CH:31]=[CH:30][C:29]=1[C:38]1[C:47]2[C:42](=[CH:43][C:44]([S:48]([NH:8][C:9]3[S:10][CH:11]=[CH:12][N:13]=3)(=[O:50])=[O:49])=[CH:45][CH:46]=2)[N:41]=[N:40][CH:39]=1. (3) Given the reactants O[O:2][S:3]([O-:5])=O.[K+].[CH3:7][O:8][C:9](=[O:28])[C:10]([NH:23][C:24]([O:26][CH3:27])=[O:25])([CH2:15][CH2:16][C:17]1[CH:22]=[CH:21][CH:20]=[CH:19][CH:18]=1)[CH2:11][CH2:12]SC.CO.[CH2:31](Cl)Cl, predict the reaction product. The product is: [CH3:7][O:8][C:9](=[O:28])[C:10]([NH:23][C:24]([O:26][CH3:27])=[O:25])([CH2:15][CH2:16][C:17]1[CH:18]=[CH:19][CH:20]=[CH:21][CH:22]=1)[CH2:11][CH2:12][S:3]([CH3:31])(=[O:5])=[O:2]. (4) The product is: [C:28]([C:25]1[CH:26]=[CH:27][C:22]([CH:19]2[CH2:20][CH2:21][N:16]([C:14]([C:12]3[CH:11]=[CH:10][C:9]([CH3:30])=[C:8]([NH:7][S:4]([CH2:3][CH2:2][NH:1][S:32]([CH3:31])(=[O:34])=[O:33])(=[O:5])=[O:6])[CH:13]=3)=[O:15])[CH2:17][CH2:18]2)=[CH:23][CH:24]=1)#[N:29]. Given the reactants [NH2:1][CH2:2][CH2:3][S:4]([NH:7][C:8]1[CH:13]=[C:12]([C:14]([N:16]2[CH2:21][CH2:20][CH:19]([C:22]3[CH:27]=[CH:26][C:25]([C:28]#[N:29])=[CH:24][CH:23]=3)[CH2:18][CH2:17]2)=[O:15])[CH:11]=[CH:10][C:9]=1[CH3:30])(=[O:6])=[O:5].[CH3:31][S:32](Cl)(=[O:34])=[O:33], predict the reaction product. (5) Given the reactants [CH:1]1([C:5]([C:7]2[CH:8]=[N:9][C:10]3[C:15]([C:16]=2Cl)=[N:14][C:13]([Cl:18])=[CH:12][CH:11]=3)=[O:6])[CH2:4][CH2:3][CH2:2]1.[NH2:19][C:20]1[CH:21]=[CH:22][C:23]([N:26]2[CH2:31][CH2:30][CH2:29][C@H:28]([NH:32][C:33](=[O:39])[O:34][C:35]([CH3:38])([CH3:37])[CH3:36])[CH2:27]2)=[N:24][CH:25]=1, predict the reaction product. The product is: [C:35]([O:34][C:33](=[O:39])[NH:32][C@H:28]1[CH2:29][CH2:30][CH2:31][N:26]([C:23]2[CH:22]=[CH:21][C:20]([NH:19][C:16]3[C:15]4[C:10](=[CH:11][CH:12]=[C:13]([Cl:18])[N:14]=4)[N:9]=[CH:8][C:7]=3[C:5]([CH:1]3[CH2:4][CH2:3][CH2:2]3)=[O:6])=[CH:25][N:24]=2)[CH2:27]1)([CH3:38])([CH3:36])[CH3:37]. (6) Given the reactants [F:1][C:2]1[CH:7]=[CH:6][C:5]([C:8]([F:11])([F:10])[F:9])=[CH:4][C:3]=1[NH:12][C:13]1[C:22]2[C:17](=[C:18]([NH2:23])[CH:19]=[CH:20][CH:21]=2)[N:16]=[CH:15][N:14]=1.[Cl:24][C:25]1[C:30]([C:31](O)=[O:32])=[C:29]([F:34])[CH:28]=[CH:27][CH:26]=1.C(Cl)(=O)C(Cl)=O.CCN(C(C)C)C(C)C, predict the reaction product. The product is: [Cl:24][C:25]1[CH:26]=[CH:27][CH:28]=[C:29]([F:34])[C:30]=1[C:31]([NH:23][C:18]1[CH:19]=[CH:20][CH:21]=[C:22]2[C:17]=1[N:16]=[CH:15][N:14]=[C:13]2[NH:12][C:3]1[CH:4]=[C:5]([C:8]([F:9])([F:10])[F:11])[CH:6]=[CH:7][C:2]=1[F:1])=[O:32]. (7) Given the reactants FC(F)(F)C(O)=O.[CH3:8][N:9]1CC[N:12]([C:15]2[CH:16]=[C:17]([C:21](=[O:35])/[CH:22]=[CH:23]/[C:24]3[CH:25]=[C:26](/[CH:30]=[CH:31]/[C:32](O)=[O:33])[CH:27]=[CH:28][CH:29]=3)[CH:18]=[CH:19][CH:20]=2)[CH2:11][CH2:10]1.C1C=CC2[N:44]([OH:45])N=NC=2C=1.[CH2:46](Cl)[CH2:47]Cl.NOC1CCCCO1, predict the reaction product. The product is: [OH:45][NH:44][C:32](=[O:33])/[CH:31]=[CH:30]/[C:26]1[CH:27]=[CH:28][CH:29]=[C:24](/[CH:23]=[CH:22]/[C:21]([C:17]2[CH:18]=[CH:19][CH:20]=[C:15]([N:12]3[CH2:47][CH2:46][N:9]([CH3:8])[CH2:10][CH2:11]3)[CH:16]=2)=[O:35])[CH:25]=1. (8) Given the reactants Br[C:2]1[CH:7]=[CH:6][C:5]([C:8]([F:11])([F:10])[F:9])=[CH:4][N:3]=1.[CH3:12][O:13][C:14]1[CH:15]=[C:16]([CH2:22][CH2:23][NH:24][C:25](=[O:44])/[C:26](/[Sn](CCCC)(CCCC)CCCC)=[CH:27]\[CH:28]([CH3:30])[CH3:29])[CH:17]=[CH:18][C:19]=1[O:20][CH3:21].O, predict the reaction product. The product is: [CH3:12][O:13][C:14]1[CH:15]=[C:16]([CH2:22][CH2:23][NH:24][C:25](=[O:44])/[C:26](/[C:2]2[CH:7]=[CH:6][C:5]([C:8]([F:11])([F:10])[F:9])=[CH:4][N:3]=2)=[CH:27]\[CH:28]([CH3:29])[CH3:30])[CH:17]=[CH:18][C:19]=1[O:20][CH3:21].